From a dataset of Forward reaction prediction with 1.9M reactions from USPTO patents (1976-2016). Predict the product of the given reaction. (1) Given the reactants [Cl:1][C:2]1[CH:7]=[CH:6][C:5]([CH:8]2[C:12]3[N:13]([CH:22]([CH3:24])[CH3:23])[C:14]([C:16]4[CH2:17][CH2:18][NH:19][CH2:20][CH:21]=4)=[N:15][C:11]=3[C:10](=[O:25])[N:9]2[C:26]2[CH:27]=[C:28]([CH3:36])[C:29]3[N:30]([C:32]([CH3:35])=[N:33][N:34]=3)[CH:31]=2)=[CH:4][CH:3]=1.Cl[C:38]([O:40][CH3:41])=[O:39].C([O-])(O)=O.[Na+], predict the reaction product. The product is: [Cl:1][C:2]1[CH:7]=[CH:6][C:5]([CH:8]2[C:12]3[N:13]([CH:22]([CH3:24])[CH3:23])[C:14]([C:16]4[CH2:17][CH2:18][N:19]([C:38]([O:40][CH3:41])=[O:39])[CH2:20][CH:21]=4)=[N:15][C:11]=3[C:10](=[O:25])[N:9]2[C:26]2[CH:27]=[C:28]([CH3:36])[C:29]3[N:30]([C:32]([CH3:35])=[N:33][N:34]=3)[CH:31]=2)=[CH:4][CH:3]=1. (2) Given the reactants [CH2:1]([NH:3][CH2:4][CH3:5])[CH3:2].[CH:6]1([NH:9][C:10]([C:12]2[CH:13]=[C:14]([F:36])[C:15]([CH3:35])=[C:16]([C:18]3[CH:23]=[CH:22][C:21]([C:24]([OH:26])=O)=[CH:20][C:19]=3[C:27]([NH:29][C:30]3[S:31][CH:32]=[CH:33][N:34]=3)=[O:28])[CH:17]=2)=[O:11])[CH2:8][CH2:7]1.Cl.CN(C)CCCN=C=NCC, predict the reaction product. The product is: [CH:6]1([NH:9][C:10]([C:12]2[CH:17]=[C:16]([C:18]3[C:19]([C:27]([NH:29][C:30]4[S:31][CH:32]=[CH:33][N:34]=4)=[O:28])=[CH:20][C:21]([C:24]([N:3]([CH2:4][CH3:5])[CH2:1][CH3:2])=[O:26])=[CH:22][CH:23]=3)[C:15]([CH3:35])=[C:14]([F:36])[CH:13]=2)=[O:11])[CH2:8][CH2:7]1. (3) Given the reactants OC[C:3]1[CH:8]=[CH:7][C:6]([N:9]([C:16]2[CH:21]=[CH:20][C:19](CO)=[CH:18][CH:17]=2)[C:10]2[CH:15]=[CH:14][CH:13]=[CH:12][CH:11]=2)=[CH:5][CH:4]=1.C1(C)C=CC(S(Cl)(=O)=[O:31])=CC=1.C[O:36][P:37]([O:40]C)[O:38]C, predict the reaction product. The product is: [P:37]([OH:40])([OH:31])([OH:38])=[O:36].[C:16]1([N:9]([C:6]2[CH:5]=[CH:4][CH:3]=[CH:8][CH:7]=2)[C:10]2[CH:15]=[CH:14][CH:13]=[CH:12][CH:11]=2)[CH:17]=[CH:18][CH:19]=[CH:20][CH:21]=1. (4) Given the reactants [Cl:1][C:2]1[N:7]=[C:6](Cl)[CH:5]=[CH:4][N:3]=1.[H-].[Na+].[CH3:11][Si:12]([CH3:17])([CH3:16])[CH2:13][CH2:14][OH:15].Cl, predict the reaction product. The product is: [Cl:1][C:2]1[N:7]=[C:6]([O:15][CH2:14][CH2:13][Si:12]([CH3:17])([CH3:16])[CH3:11])[CH:5]=[CH:4][N:3]=1.